Dataset: Forward reaction prediction with 1.9M reactions from USPTO patents (1976-2016). Task: Predict the product of the given reaction. (1) Given the reactants [F:1][C:2]([F:11])([F:10])[C:3]1[CH:4]=[C:5]([OH:9])[CH:6]=[CH:7][CH:8]=1.Cl[C:13]1[C:22]2[C:17](=[CH:18][CH:19]=[CH:20][CH:21]=2)[CH:16]=[C:15]([NH:23][C:24]2[CH:28]=[C:27]([CH3:29])[NH:26][N:25]=2)[N:14]=1, predict the reaction product. The product is: [CH3:29][C:27]1[NH:26][N:25]=[C:24]([NH:23][C:15]2[N:14]=[C:13]([O:9][C:5]3[CH:6]=[CH:7][CH:8]=[C:3]([C:2]([F:10])([F:11])[F:1])[CH:4]=3)[C:22]3[C:17]([CH:16]=2)=[CH:18][CH:19]=[CH:20][CH:21]=3)[CH:28]=1. (2) Given the reactants [CH3:1][O:2][C:3](=[O:20])[CH2:4][C:5]1[CH:10]=[CH:9][C:8]([C:11]([C:13]2[CH:18]=[CH:17][C:16]([OH:19])=[CH:15][CH:14]=2)=O)=[CH:7][CH:6]=1.[CH3:21][C:22]1([CH3:31])[CH2:27][C:26]([CH3:29])([CH3:28])[CH2:25][C:24](=O)[CH2:23]1.C([O-])([O-])=O.[K+].[K+], predict the reaction product. The product is: [CH3:1][O:2][C:3](=[O:20])[CH2:4][C:5]1[CH:10]=[CH:9][C:8]([C:11]([C:13]2[CH:18]=[CH:17][C:16]([OH:19])=[CH:15][CH:14]=2)=[C:24]2[CH2:25][C:26]([CH3:29])([CH3:28])[CH2:27][C:22]([CH3:31])([CH3:21])[CH2:23]2)=[CH:7][CH:6]=1. (3) Given the reactants C([O:8][C:9]1[N:14]=[C:13]([CH3:15])[C:12]([C:16]2[CH:17]=[C:18]3[C:23](=[CH:24][CH:25]=2)[N:22]=[C:21]([NH:26][CH:27]([CH2:29][CH2:30][CH2:31][N:32]([CH2:35][CH3:36])[CH2:33][CH3:34])[CH3:28])[N:20]=[CH:19]3)=[CH:11][CH:10]=1)C1C=CC=CC=1, predict the reaction product. The product is: [CH2:35]([N:32]([CH2:33][CH3:34])[CH2:31][CH2:30][CH2:29][CH:27]([NH:26][C:21]1[N:20]=[CH:19][C:18]2[C:23](=[CH:24][CH:25]=[C:16]([C:12]3[CH:11]=[CH:10][C:9](=[O:8])[NH:14][C:13]=3[CH3:15])[CH:17]=2)[N:22]=1)[CH3:28])[CH3:36]. (4) Given the reactants O[CH2:2][CH2:3][CH2:4][CH2:5][C:6]1[S:10][C:9]([NH:11][C:12](=[O:25])[CH2:13][C:14]2[CH:19]=[CH:18][CH:17]=[C:16]([O:20][C:21]([F:24])([F:23])[F:22])[CH:15]=2)=[N:8][N:7]=1.C1CCN2C(=NCCC2)CC1.C1C=CC(P([N:51]=[N+:52]=[N-:53])(C2C=CC=CC=2)=O)=CC=1, predict the reaction product. The product is: [N:51]([CH2:2][CH2:3][CH2:4][CH2:5][C:6]1[S:10][C:9]([NH:11][C:12](=[O:25])[CH2:13][C:14]2[CH:19]=[CH:18][CH:17]=[C:16]([O:20][C:21]([F:24])([F:23])[F:22])[CH:15]=2)=[N:8][N:7]=1)=[N+:52]=[N-:53]. (5) Given the reactants [Br:1][C:2]1[C:3]([S:11]C(C)(C)C)=[C:4]([CH:8]=[N:9]O)[CH:5]=[CH:6][CH:7]=1.C1(C)C=CC(S(O)(=O)=O)=CC=1, predict the reaction product. The product is: [Br:1][C:2]1[C:3]2[S:11][N:9]=[CH:8][C:4]=2[CH:5]=[CH:6][CH:7]=1. (6) Given the reactants Br[C:2]1[CH:3]=[C:4]2[C:9](=[CH:10][CH:11]=1)[C:8](=[O:12])[NH:7][N:6]=[C:5]2[Cl:13].[N:14]1([C:20]2[CH:21]=[C:22]([CH:25]=[CH:26][CH:27]=2)[CH2:23][NH2:24])[CH2:19][CH2:18][O:17][CH2:16][CH2:15]1.C1C=CC(P(C2C(C3C(P(C4C=CC=CC=4)C4C=CC=CC=4)=CC=C4C=3C=CC=C4)=C3C(C=CC=C3)=CC=2)C2C=CC=CC=2)=CC=1.CC([O-])(C)C.[Na+], predict the reaction product. The product is: [Cl:13][C:5]1[C:4]2[C:9](=[CH:10][CH:11]=[C:2]([NH:24][CH2:23][C:22]3[CH:25]=[CH:26][CH:27]=[C:20]([N:14]4[CH2:19][CH2:18][O:17][CH2:16][CH2:15]4)[CH:21]=3)[CH:3]=2)[C:8](=[O:12])[NH:7][N:6]=1. (7) The product is: [Br:1][C:2]1[CH:10]=[C:9]2[C:5]([CH:6]=[C:7]([CH2:11][OH:12])[NH:8]2)=[CH:4][CH:3]=1. Given the reactants [Br:1][C:2]1[CH:10]=[C:9]2[C:5]([CH:6]=[C:7]([C:11](O)=[O:12])[NH:8]2)=[CH:4][CH:3]=1.[H-].[Al+3].[Li+].[H-].[H-].[H-], predict the reaction product. (8) The product is: [C:41]([O:45][C:46](=[O:58])[N:47]([C:55](=[O:57])[CH3:56])[C:48]1[CH:49]=[CH:50][C:51]([N:27]2[C:17]3[N:18]=[C:19]([N:21]4[CH2:26][CH2:25][O:24][CH2:23][CH2:22]4)[N:20]=[C:15]([C:12]4[CH:11]=[N:10][C:9]([N:8]([CH2:7][C:6]5[CH:5]=[CH:4][C:3]([O:2][CH3:1])=[CH:40][CH:39]=5)[CH2:30][C:31]5[CH:32]=[CH:33][C:34]([O:37][CH3:38])=[CH:35][CH:36]=5)=[N:14][CH:13]=4)[C:16]=3[CH2:29][CH2:28]2)=[CH:52][CH:53]=1)([CH3:44])([CH3:42])[CH3:43]. Given the reactants [CH3:1][O:2][C:3]1[CH:40]=[CH:39][C:6]([CH2:7][N:8]([CH2:30][C:31]2[CH:36]=[CH:35][C:34]([O:37][CH3:38])=[CH:33][CH:32]=2)[C:9]2[N:14]=[CH:13][C:12]([C:15]3[C:16]4[CH2:29][CH2:28][NH:27][C:17]=4[N:18]=[C:19]([N:21]4[CH2:26][CH2:25][O:24][CH2:23][CH2:22]4)[N:20]=3)=[CH:11][N:10]=2)=[CH:5][CH:4]=1.[C:41]([O:45][C:46](=[O:58])[N:47]([C:55](=[O:57])[CH3:56])[C:48]1[CH:53]=[CH:52][C:51](Br)=[CH:50][CH:49]=1)([CH3:44])([CH3:43])[CH3:42].BrC1C=CC(NC(=O)C)=CC=1.C(=O)(OC(C)(C)C)OC(C)(C)C.COC(=O)C1C=CC(Br)=CC=1, predict the reaction product.